From a dataset of Full USPTO retrosynthesis dataset with 1.9M reactions from patents (1976-2016). Predict the reactants needed to synthesize the given product. (1) Given the product [C:24]([NH:23][C:19]1[CH:18]=[C:17]([O:16][C:15]2[CH:14]=[CH:13][C:12]([NH:11][C:2](=[O:3])[O:4][C:5]3[CH:10]=[CH:9][CH:8]=[CH:7][CH:6]=3)=[CH:30][CH:29]=2)[CH:22]=[CH:21][N:20]=1)(=[O:28])[CH2:25][CH2:26][CH3:27], predict the reactants needed to synthesize it. The reactants are: Cl[C:2]([O:4][C:5]1[CH:10]=[CH:9][CH:8]=[CH:7][CH:6]=1)=[O:3].[NH2:11][C:12]1[CH:30]=[CH:29][C:15]([O:16][C:17]2[CH:22]=[CH:21][N:20]=[C:19]([NH:23][C:24](=[O:28])[CH2:25][CH2:26][CH3:27])[CH:18]=2)=[CH:14][CH:13]=1.C(N(CC)CC)C. (2) Given the product [C:46]([O:45][C:43](=[O:44])[NH:42][CH:39]1[CH2:40][CH2:41][N:36]([CH2:35][CH2:34][N:7]2[C:8]3[C:3](=[C:2]([F:1])[CH:11]=[C:10]([F:12])[CH:9]=3)[N:4]=[CH:5][C:6]2=[O:13])[CH2:37][CH2:38]1)([CH3:49])([CH3:48])[CH3:47], predict the reactants needed to synthesize it. The reactants are: [F:1][C:2]1[CH:11]=[C:10]([F:12])[CH:9]=[C:8]2[C:3]=1[N:4]=[CH:5][C:6](=[O:13])[NH:7]2.FC1C=C2C(=C(F)C=1)NC(=O)C=N2.[H-].[Na+].CS(O[CH2:34][CH2:35][N:36]1[CH2:41][CH2:40][CH:39]([NH:42][C:43]([O:45][C:46]([CH3:49])([CH3:48])[CH3:47])=[O:44])[CH2:38][CH2:37]1)(=O)=O.C(OC(=O)NC1CCN(CCN2C3C(=CC=C(OC)C=3)C=CC2=O)CC1)(C)(C)C. (3) Given the product [ClH:3].[NH2:32][CH2:31][C:29]1[N:28]=[N:27][N:26]([CH2:25][C:15]2[C:14]([C:40]([NH:42][N:43]3[CH2:48][CH2:47][CH2:46][CH2:45][CH2:44]3)=[O:41])=[N:13][C:12]([C:9]3[CH:10]=[CH:11][C:6]([Cl:5])=[CH:7][CH:8]=3)=[C:17]([C:18]3[CH:19]=[CH:20][C:21]([Cl:24])=[CH:22][CH:23]=3)[N:16]=2)[CH:30]=1, predict the reactants needed to synthesize it. The reactants are: S(Cl)([Cl:3])=O.[Cl:5][C:6]1[CH:11]=[CH:10][C:9]([C:12]2[N:13]=[C:14]([C:40]([NH:42][N:43]3[CH2:48][CH2:47][CH2:46][CH2:45][CH2:44]3)=[O:41])[C:15]([CH2:25][N:26]3[CH:30]=[C:29]([CH2:31][NH:32]C(=O)OC(C)(C)C)[N:28]=[N:27]3)=[N:16][C:17]=2[C:18]2[CH:23]=[CH:22][C:21]([Cl:24])=[CH:20][CH:19]=2)=[CH:8][CH:7]=1. (4) Given the product [NH2:42][C:43]1[N:48]=[C:47]([CH:49]([NH:59][C:60](=[O:72])[CH2:61][C:62]2[C:70]3[C:65](=[CH:66][CH:67]=[C:68]([F:71])[CH:69]=3)[NH:64][CH:63]=2)[CH2:50][C:51]2[CH:56]=[C:55]([F:57])[CH:54]=[C:53]([F:58])[CH:52]=2)[C:46]([C:12]2[CH:11]=[CH:10][CH:15]=[C:14]([F:16])[CH:13]=2)=[CH:45][CH:44]=1, predict the reactants needed to synthesize it. The reactants are: NC1N=C([C@@H](NC(=O)CC2[C:10]3[C:11](=[CH:12][CH:13]=[C:14]([F:16])[CH:15]=3)NC=2)C[C:10]2[CH:15]=[C:14]([F:16])[CH:13]=[C:12](F)[CH:11]=2)C([C:11]2[CH:12]=[CH:13][C:14]([F:16])=[C:15]([CH:10]=2)C(N)=O)=CC=1.[NH2:42][C:43]1[N:48]=[C:47]([CH:49]([NH:59][C:60](=[O:72])[CH2:61][C:62]2[C:70]3[C:65](=[CH:66][CH:67]=[C:68]([F:71])[CH:69]=3)[NH:64][CH:63]=2)[CH2:50][C:51]2[CH:56]=[C:55]([F:57])[CH:54]=[C:53]([F:58])[CH:52]=2)[C:46](Br)=[CH:45][CH:44]=1.FC1C=C(B(O)O)C=CC=1.